Regression. Given two drug SMILES strings and cell line genomic features, predict the synergy score measuring deviation from expected non-interaction effect. From a dataset of NCI-60 drug combinations with 297,098 pairs across 59 cell lines. Drug 1: C1=CC(=CC=C1CCCC(=O)O)N(CCCl)CCCl. Drug 2: CC1CCCC2(C(O2)CC(NC(=O)CC(C(C(=O)C(C1O)C)(C)C)O)C(=CC3=CSC(=N3)C)C)C. Cell line: PC-3. Synergy scores: CSS=16.9, Synergy_ZIP=-6.37, Synergy_Bliss=-4.16, Synergy_Loewe=-4.15, Synergy_HSA=-4.15.